This data is from Reaction yield outcomes from USPTO patents with 853,638 reactions. The task is: Predict the reaction yield, written as a fraction of the theoretical maximum amount of product (1.0 means a 100% yield; for example, 0.34 means a 34% yield). (1) The reactants are [CH3:1][O:2][C:3](=[O:17])[C:4]1[CH:9]=[C:8]([N:10]2[CH2:14][CH2:13][CH2:12][C:11]2=[O:15])[CH:7]=[C:6]([NH2:16])[CH:5]=1.C(O[BH-](OC(=O)C)OC(=O)C)(=O)C.[Na+].[CH3:32][CH2:33][C:34](=O)[CH2:35][CH3:36].CC(O)=O. The catalyst is C(Cl)Cl. The product is [CH3:1][O:2][C:3](=[O:17])[C:4]1[CH:9]=[C:8]([N:10]2[CH2:14][CH2:13][CH2:12][C:11]2=[O:15])[CH:7]=[C:6]([NH:16][CH:34]([CH2:35][CH3:36])[CH2:33][CH3:32])[CH:5]=1. The yield is 0.400. (2) The reactants are [C:1]([N:4]1[C:13]2[C:8](=[CH:9][C:10](Br)=[C:11]([N+:14]([O-])=O)[CH:12]=2)[N:7]([C:18]([O:20][CH:21]([CH3:23])[CH3:22])=[O:19])[CH2:6][C@@H:5]1[CH3:24])(=[O:3])[CH3:2].C(N(CC)CC)C. The catalyst is [Pd].CO. The product is [C:1]([N:4]1[C:13]2[C:8](=[CH:9][CH:10]=[C:11]([NH2:14])[CH:12]=2)[N:7]([C:18]([O:20][CH:21]([CH3:23])[CH3:22])=[O:19])[CH2:6][C@@H:5]1[CH3:24])(=[O:3])[CH3:2]. The yield is 1.00. (3) The reactants are [Cl:1][C:2]1[CH:3]=[CH:4][C:5]([CH2:8][O:9][C:10]2[CH:15]=[CH:14][N:13]([C:16]3[CH:17]=[N:18][C:19](F)=[CH:20][CH:21]=3)[C:12](=[O:23])[CH:11]=2)=[N:6][CH:7]=1.[CH3:24][N:25]([CH3:31])[C@@H:26]1[CH2:30][CH2:29][NH:28][CH2:27]1.C([O-])([O-])=O.[K+].[K+]. The catalyst is CN(C=O)C. The product is [Cl:1][C:2]1[CH:3]=[CH:4][C:5]([CH2:8][O:9][C:10]2[CH:15]=[CH:14][N:13]([C:16]3[CH:17]=[N:18][C:19]([N:28]4[CH2:29][CH2:30][C@@H:26]([N:25]([CH3:31])[CH3:24])[CH2:27]4)=[CH:20][CH:21]=3)[C:12](=[O:23])[CH:11]=2)=[N:6][CH:7]=1. The yield is 0.191. (4) The catalyst is C1COCC1. The product is [F:28][C:29]([F:48])([F:47])[S:30]([O:1][C:2]1[CH2:3][CH2:4][N:5]([C:8]([O:10][CH2:11][C:12]2[CH:17]=[CH:16][CH:15]=[CH:14][CH:13]=2)=[O:9])[CH2:6][CH:7]=1)(=[O:32])=[O:31]. The yield is 0.810. The reactants are [O:1]=[C:2]1[CH2:7][CH2:6][N:5]([C:8]([O:10][CH2:11][C:12]2[CH:17]=[CH:16][CH:15]=[CH:14][CH:13]=2)=[O:9])[CH2:4][CH2:3]1.C[Si]([N-][Si](C)(C)C)(C)C.[Li+].[F:28][C:29]([F:48])([F:47])[S:30](N(C1C=CC=CC=1)[S:30]([C:29]([F:48])([F:47])[F:28])(=[O:32])=[O:31])(=[O:32])=[O:31]. (5) The reactants are [NH2:1][C:2]1[N:7]=[CH:6][N:5]=[C:4]2[N:8]([C@@H:12]3[CH2:17][CH2:16][CH2:15][N:14]([C:18]([O:20][C:21]([CH3:24])([CH3:23])[CH3:22])=[O:19])[CH2:13]3)[N:9]=[C:10](I)[C:3]=12.[F:25][C:26]1[CH:47]=[CH:46][C:45]([F:48])=[CH:44][C:27]=1[O:28][C:29]1[CH:34]=[CH:33][C:32](B2OC(C)(C)C(C)(C)O2)=[CH:31][CH:30]=1.C(=O)([O-])[O-].[Na+].[Na+]. The catalyst is O1CCOCC1.O.C1C=CC([P]([Pd]([P](C2C=CC=CC=2)(C2C=CC=CC=2)C2C=CC=CC=2)([P](C2C=CC=CC=2)(C2C=CC=CC=2)C2C=CC=CC=2)[P](C2C=CC=CC=2)(C2C=CC=CC=2)C2C=CC=CC=2)(C2C=CC=CC=2)C2C=CC=CC=2)=CC=1. The product is [NH2:1][C:2]1[N:7]=[CH:6][N:5]=[C:4]2[N:8]([C@@H:12]3[CH2:17][CH2:16][CH2:15][N:14]([C:18]([O:20][C:21]([CH3:24])([CH3:23])[CH3:22])=[O:19])[CH2:13]3)[N:9]=[C:10]([C:32]3[CH:31]=[CH:30][C:29]([O:28][C:27]4[CH:44]=[C:45]([F:48])[CH:46]=[CH:47][C:26]=4[F:25])=[CH:34][CH:33]=3)[C:3]=12. The yield is 0.870. (6) The reactants are C([Li])CCC.CCCCCC.Br[C:13]1[CH:18]=[C:17]([C:19]([CH3:22])([CH3:21])[CH3:20])[CH:16]=[CH:15][C:14]=1[O:23][CH3:24].[B:25](OC(C)C)([O:30]C(C)C)[O:26]C(C)C. The catalyst is O1CCCC1. The product is [C:19]([C:17]1[CH:16]=[CH:15][C:14]([O:23][CH3:24])=[C:13]([B:25]([OH:30])[OH:26])[CH:18]=1)([CH3:22])([CH3:21])[CH3:20]. The yield is 0.740.